This data is from Full USPTO retrosynthesis dataset with 1.9M reactions from patents (1976-2016). The task is: Predict the reactants needed to synthesize the given product. (1) The reactants are: Br[C:2]1[C:3]([NH:14][C:15]2[C:24]3[C:19](=[CH:20][C:21]([F:26])=[CH:22][C:23]=3[F:25])[N:18]=[C:17]([C:27]3[CH:32]=[CH:31][CH:30]=[CH:29][N:28]=3)[C:16]=2[CH3:33])=[CH:4][C:5]([N:8]2[CH2:13][CH2:12][O:11][CH2:10][CH2:9]2)=[N:6][CH:7]=1.[F:34][CH:35]([F:51])[C:36]1[CH:41]=[CH:40][C:39](B2OC(C)(C)C(C)(C)O2)=[CH:38][CH:37]=1.C1(P(C2CCCCC2)C2CCCCC2)CCCCC1.[O-]P([O-])([O-])=O.[K+].[K+].[K+]. Given the product [F:34][CH:35]([F:51])[C:36]1[CH:41]=[CH:40][C:39]([C:2]2[C:3]([NH:14][C:15]3[C:24]4[C:19](=[CH:20][C:21]([F:26])=[CH:22][C:23]=4[F:25])[N:18]=[C:17]([C:27]4[CH:32]=[CH:31][CH:30]=[CH:29][N:28]=4)[C:16]=3[CH3:33])=[CH:4][C:5]([N:8]3[CH2:13][CH2:12][O:11][CH2:10][CH2:9]3)=[N:6][CH:7]=2)=[CH:38][CH:37]=1, predict the reactants needed to synthesize it. (2) Given the product [N+:16]([C:4]1[C:3]([O:2][CH3:1])=[C:11]([O:12][CH3:13])[C:10]([O:14][CH3:15])=[CH:9][C:5]=1[CH2:6][Br:20])([O-:18])=[O:17], predict the reactants needed to synthesize it. The reactants are: [CH3:1][O:2][C:3]1[C:4]([N+:16]([O-:18])=[O:17])=[C:5]([CH:9]=[C:10]([O:14][CH3:15])[C:11]=1[O:12][CH3:13])[CH2:6]CO.P(Br)(Br)[Br:20]. (3) Given the product [CH:1]1([CH2:7][NH:8][C:9]2[S:10][C:11]3[CH:17]=[C:16]([OH:18])[C:15]([F:20])=[CH:14][C:12]=3[N:13]=2)[CH2:2][CH2:3][CH2:4][CH2:5][CH2:6]1, predict the reactants needed to synthesize it. The reactants are: [CH:1]1([CH2:7][NH:8][C:9]2[S:10][C:11]3[CH:17]=[C:16]([O:18]C)[C:15]([F:20])=[CH:14][C:12]=3[N:13]=2)[CH2:6][CH2:5][CH2:4][CH2:3][CH2:2]1.B(Br)(Br)Br. (4) The reactants are: [N:1]1[O:2][N:3]=[C:4]2[CH:9]=[C:8]([CH:10]=O)[CH:7]=[CH:6][C:5]=12.[CH2:12]1[C:17](=O)[CH2:16][C:14](=[O:15])[CH2:13]1.[NH2:19][C:20]1[N:24]([CH3:25])[NH:23][C:22](=[O:26])[CH:21]=1. Given the product [N:1]1[O:2][N:3]=[C:4]2[CH:9]=[C:8]([CH:10]3[C:21]4[C:22](=[O:26])[NH:23][N:24]([CH3:25])[C:20]=4[NH:19][C:17]4[CH2:12][CH2:13][C:14](=[O:15])[C:16]3=4)[CH:7]=[CH:6][C:5]=12, predict the reactants needed to synthesize it. (5) Given the product [CH3:1][O:2][C:3]1[CH:4]=[C:5]2[C:10](=[CH:11][C:12]=1[O:13][CH2:14][CH2:15][CH2:16][N:17]1[CH2:22][CH2:21][O:20][CH2:19][CH2:18]1)[N:9]=[CH:8][NH:7][C:6]2=[O:23], predict the reactants needed to synthesize it. The reactants are: [CH3:1][O:2][C:3]1[CH:4]=[C:5]2[C:10](=[CH:11][C:12]=1[O:13][CH2:14][CH2:15][CH2:16][N:17]1[CH2:22][CH2:21][O:20][CH2:19][CH2:18]1)[N:9]=[CH:8][N:7]=[C:6]2[O:23]C1C=CC=CC=1. (6) Given the product [F:4][C:5]1[CH:10]=[CH:9][C:8]([CH2:11][CH2:12][CH2:13][CH2:14][CH:16]([OH:21])[C:17]([CH3:20])([CH3:19])[CH3:18])=[CH:7][CH:6]=1, predict the reactants needed to synthesize it. The reactants are: [Mg].II.[F:4][C:5]1[CH:10]=[CH:9][C:8]([CH2:11][CH2:12][CH2:13][CH2:14]Br)=[CH:7][CH:6]=1.[CH:16](=[O:21])[C:17]([CH3:20])([CH3:19])[CH3:18]. (7) Given the product [F:1][C:2]1[CH:7]=[CH:6][CH:5]=[C:4]([F:8])[C:3]=1[N:9]1[CH:27]=[C:17]([CH:22]=[O:25])[C:11]([C:12]([O:14][CH2:15][CH3:16])=[O:13])=[N:10]1, predict the reactants needed to synthesize it. The reactants are: [F:1][C:2]1[CH:7]=[CH:6][CH:5]=[C:4]([F:8])[C:3]=1[NH:9][N:10]=[C:11]([CH3:17])[C:12]([O:14][CH2:15][CH3:16])=[O:13].O(Cl)Cl.[P+5].[C:22](=[O:25])(O)[O-].[Na+].[CH3:27]N(C)C=O. (8) Given the product [I:1][C:2]1[CH:7]=[CH:6][N:5]=[C:4]([N:8]2[C:16]3[CH2:15][CH:14]4[CH2:17][CH:12]([CH2:13]4)[C:11]=3[C:10]([C:18]([NH2:22])=[O:20])=[N:9]2)[CH:3]=1, predict the reactants needed to synthesize it. The reactants are: [I:1][C:2]1[CH:7]=[CH:6][N:5]=[C:4]([N:8]2[C:16]3[CH2:15][CH:14]4[CH2:17][CH:12]([CH2:13]4)[C:11]=3[C:10]([C:18]([OH:20])=O)=[N:9]2)[CH:3]=1.[Cl-].[NH4+:22]. (9) Given the product [N:21]1([C:2]2[C:3]3[N:11]=[C:10]([C:12]4[CH:17]=[CH:16][C:15]([O:18][CH3:19])=[C:14]([CH3:20])[CH:13]=4)[CH:9]=[CH:8][C:4]=3[N:5]=[CH:6][N:7]=2)[CH2:26][CH2:25][NH:24][CH2:23][CH2:22]1, predict the reactants needed to synthesize it. The reactants are: Cl[C:2]1[C:3]2[N:11]=[C:10]([C:12]3[CH:17]=[CH:16][C:15]([O:18][CH3:19])=[C:14]([CH3:20])[CH:13]=3)[CH:9]=[CH:8][C:4]=2[N:5]=[CH:6][N:7]=1.[NH:21]1[CH2:26][CH2:25][NH:24][CH2:23][CH2:22]1. (10) Given the product [Br:27][C:25]1[CH:24]=[CH:23][C:22]([F:28])=[C:21]([C:13]2[N:12]=[C:11]([NH:10][C:9]3[C:4]([C:3]([OH:29])=[O:2])=[CH:5][N:6]=[CH:7][CH:8]=3)[C:20]3[C:15](=[N:16][CH:17]=[CH:18][N:19]=3)[N:14]=2)[CH:26]=1, predict the reactants needed to synthesize it. The reactants are: C[O:2][C:3](=[O:29])[C:4]1[C:9]([NH:10][C:11]2[C:20]3[C:15](=[N:16][CH:17]=[CH:18][N:19]=3)[N:14]=[C:13]([C:21]3[CH:26]=[C:25]([Br:27])[CH:24]=[CH:23][C:22]=3[F:28])[N:12]=2)=[CH:8][CH:7]=[N:6][CH:5]=1.[OH-].[Na+].